From a dataset of Full USPTO retrosynthesis dataset with 1.9M reactions from patents (1976-2016). Predict the reactants needed to synthesize the given product. (1) Given the product [N:28]1[C:37]2[C:32](=[CH:33][CH:34]=[CH:35][C:36]=2[S:38]([NH:1][C:2]2[CH:3]=[CH:4][C:5]([O:24][CH2:25][CH2:26][CH3:27])=[C:6]([C:8]3[NH:13][C:12](=[O:14])[C:11]4=[C:15]([CH3:23])[N:16]=[C:17]([CH:18]5[CH2:22][CH2:21][CH2:20][CH2:19]5)[N:10]4[N:9]=3)[CH:7]=2)(=[O:40])=[O:39])[CH:31]=[CH:30][CH:29]=1, predict the reactants needed to synthesize it. The reactants are: [NH2:1][C:2]1[CH:3]=[CH:4][C:5]([O:24][CH2:25][CH2:26][CH3:27])=[C:6]([C:8]2[NH:13][C:12](=[O:14])[C:11]3=[C:15]([CH3:23])[N:16]=[C:17]([CH:18]4[CH2:22][CH2:21][CH2:20][CH2:19]4)[N:10]3[N:9]=2)[CH:7]=1.[N:28]1[C:37]2[C:32](=[CH:33][CH:34]=[CH:35][C:36]=2[S:38](Cl)(=[O:40])=[O:39])[CH:31]=[CH:30][CH:29]=1.N1C=CC=CC=1. (2) The reactants are: [NH2:1][CH2:2][CH2:3][CH2:4][NH:5][N:6]1[C:18]2[C:17]3[CH:16]=[CH:15][CH:14]=[CH:13][C:12]=3[N:11]=[C:10]([NH2:19])[C:9]=2[N:8]=[C:7]1[CH2:20][O:21][CH2:22][CH3:23].C(N(CC)CC)C.[C:31](Cl)(=[O:33])[CH3:32]. Given the product [NH2:19][C:10]1[C:9]2[N:8]=[C:7]([CH2:20][O:21][CH2:22][CH3:23])[N:6]([NH:5][CH2:4][CH2:3][CH2:2][NH:1][C:31](=[O:33])[CH3:32])[C:18]=2[C:17]2[CH:16]=[CH:15][CH:14]=[CH:13][C:12]=2[N:11]=1, predict the reactants needed to synthesize it. (3) Given the product [NH2:61][CH2:60][CH2:59][CH2:58][CH2:57][C@H:49]([NH:48][C:28]([NH:1][C@@H:2]1[CH2:21][C:20]2=[CH:19][CH:18]=[C:17]([CH:23]=[CH:22]2)[O:16][CH2:15][CH2:14][CH2:13][CH2:12][CH2:11][CH2:10][CH2:9][CH2:8][O:7][CH2:6][C@H:5]([CH:24]([CH3:25])[CH3:26])[NH:4][C:3]1=[O:27])=[O:29])[C:50]([OH:52])=[O:51], predict the reactants needed to synthesize it. The reactants are: [NH2:1][C@@H:2]1[CH2:21][C:20]2=[CH:22][CH:23]=[C:17]([CH:18]=[CH:19]2)[O:16][CH2:15][CH2:14][CH2:13][CH2:12][CH2:11][CH2:10][CH2:9][CH2:8][O:7][CH2:6][C@H:5]([CH:24]([CH3:26])[CH3:25])[NH:4][C:3]1=[O:27].[C:28](N1C=CN=C1)(N1C=CN=C1)=[O:29].C(N(CC)CC)C.Cl.[NH2:48][C@@H:49]([CH2:57][CH2:58][CH2:59][CH2:60][NH:61]C(OC(C)(C)C)=O)[C:50]([O:52]C(C)(C)C)=[O:51]. (4) Given the product [C:1]1([C:17]2[CH:22]=[CH:21][CH:20]=[CH:19][CH:18]=2)[CH:6]=[CH:5][CH:4]=[CH:3][C:2]=1[C:7]([N:9]1[CH2:10][CH:11]2[CH:15]([CH2:14][N:13]([C:24]3[S:25][C:26]4[CH:32]=[C:31]([O:33][CH3:34])[CH:30]=[CH:29][C:27]=4[N:28]=3)[CH2:12]2)[CH2:16]1)=[O:8], predict the reactants needed to synthesize it. The reactants are: [C:1]1([C:17]2[CH:22]=[CH:21][CH:20]=[CH:19][CH:18]=2)[CH:6]=[CH:5][CH:4]=[CH:3][C:2]=1[C:7]([N:9]1[CH2:16][CH:15]2[CH:11]([CH2:12][NH:13][CH2:14]2)[CH2:10]1)=[O:8].Cl[C:24]1[S:25][C:26]2[CH:32]=[C:31]([O:33][CH3:34])[CH:30]=[CH:29][C:27]=2[N:28]=1. (5) Given the product [O:11]=[C:12]([N:17]1[CH2:18][CH2:19][N:20]([C:23](=[O:34])[C:24]2[CH:29]=[CH:28][CH:27]=[CH:26][C:25]=2[C:30]([F:33])([F:32])[F:31])[CH2:21][CH2:22]1)[CH2:13][C:14]([NH:59][C:56]1[CH:57]=[N:58][C:53]([C:47]2[CH:52]=[CH:51][CH:50]=[CH:49][CH:48]=2)=[CH:54][CH:55]=1)=[O:16], predict the reactants needed to synthesize it. The reactants are: C1C=CC2N(O)N=NC=2C=1.[O:11]=[C:12]([N:17]1[CH2:22][CH2:21][N:20]([C:23](=[O:34])[C:24]2[CH:29]=[CH:28][CH:27]=[CH:26][C:25]=2[C:30]([F:33])([F:32])[F:31])[CH2:19][CH2:18]1)[CH2:13][C:14]([OH:16])=O.CCN=C=NCCCN(C)C.Cl.[C:47]1([C:53]2[N:58]=[CH:57][C:56]([NH2:59])=[CH:55][CH:54]=2)[CH:52]=[CH:51][CH:50]=[CH:49][CH:48]=1. (6) Given the product [Cl:21][C:16]1[CH:15]=[C:14]([CH:19]=[CH:18][C:17]=1[Cl:20])[O:13][CH2:12][C:11]([NH:10][C:9]1[C:5]([C:3]([OH:4])=[O:2])=[CH:6][S:7][CH:8]=1)=[O:22], predict the reactants needed to synthesize it. The reactants are: C[O:2][C:3]([C:5]1[C:9]([NH:10][C:11](=[O:22])[CH2:12][O:13][C:14]2[CH:19]=[CH:18][C:17]([Cl:20])=[C:16]([Cl:21])[CH:15]=2)=[CH:8][S:7][CH:6]=1)=[O:4].[OH-].[Na+]. (7) Given the product [Br:1][C:2]1[CH:3]=[C:4]([C:8]2([C:15]3[CH:20]=[CH:19][C:18]([O:21][CH3:22])=[CH:17][CH:16]=3)[C:12]3=[N:27][CH2:26][CH:25]([C:24]#[N:23])[CH2:28][N:29]3[C:10](=[S:14])[NH:9]2)[CH:5]=[CH:6][CH:7]=1, predict the reactants needed to synthesize it. The reactants are: [Br:1][C:2]1[CH:3]=[C:4]([C:8]2([C:15]3[CH:20]=[CH:19][C:18]([O:21][CH3:22])=[CH:17][CH:16]=3)[C:12](=S)S[C:10](=[S:14])[NH:9]2)[CH:5]=[CH:6][CH:7]=1.[NH2:23][CH2:24][CH:25]([CH2:28][NH2:29])[C:26]#[N:27].C(N(CC)CC)C.